This data is from Full USPTO retrosynthesis dataset with 1.9M reactions from patents (1976-2016). The task is: Predict the reactants needed to synthesize the given product. (1) Given the product [C:28]([C@@H:26]([C@H:24]([C:23]([OH:32])=[O:31])[OH:25])[OH:27])([OH:30])=[O:29].[CH3:1][CH:2]([CH3:22])[CH2:3][N:4]([CH2:11][C:12]1[CH:17]=[CH:16][CH:15]=[CH:14][C:13]=1[C:18]([F:21])([F:19])[F:20])[CH:5]1[CH2:10][CH2:9][NH:8][CH2:7][CH2:6]1, predict the reactants needed to synthesize it. The reactants are: [CH3:1][CH:2]([CH3:22])[CH2:3][N:4]([CH2:11][C:12]1[CH:17]=[CH:16][CH:15]=[CH:14][C:13]=1[C:18]([F:21])([F:20])[F:19])[CH:5]1[CH2:10][CH2:9][NH:8][CH2:7][CH2:6]1.[C:23]([OH:32])(=[O:31])[C@@H:24]([C@H:26]([C:28]([OH:30])=[O:29])[OH:27])[OH:25]. (2) Given the product [F:1][C:2]1[CH:3]=[C:4]([C:8]([I:11])=[CH:9][CH:10]=1)[C:5]([O:7][CH3:17])=[O:6], predict the reactants needed to synthesize it. The reactants are: [F:1][C:2]1[CH:3]=[C:4]([C:8]([I:11])=[CH:9][CH:10]=1)[C:5]([OH:7])=[O:6].S(=O)(=O)(O)O.[CH3:17]O. (3) The reactants are: [CH:1]1[C:11]2=[C:12]3[C:7](=[CH:8][CH:9]=[CH:10]2)[C:6]([N:13]2[CH2:18][CH2:17][N:16](CC[C@H]4C5C=CC(C(N)=O)=CC=5CCO4)[C@H:15]([CH3:34])[CH2:14]2)=[CH:5][CH:4]=[C:3]3[CH:2]=1.BrC1C=CC2C[S:41]CC3C=2C=1C=CC=3. Given the product [CH3:34][C@H:15]1[NH:16][CH2:17][CH2:18][N:13]([C:6]2[CH:5]=[CH:4][C:3]3[CH2:2][S:41][CH2:1][C:11]4[C:12]=3[C:7]=2[CH:8]=[CH:9][CH:10]=4)[CH2:14]1, predict the reactants needed to synthesize it. (4) Given the product [Cl:3][C:16]1[C:15]2[C:20](=[CH:21][CH:22]=[CH:23][C:14]=2[O:13][CH:10]2[CH2:11][CH2:12][N:7]([CH3:6])[CH2:8][CH2:9]2)[N:19]=[CH:18][N:17]=1, predict the reactants needed to synthesize it. The reactants are: P(Cl)(Cl)([Cl:3])=O.[CH3:6][N:7]1[CH2:12][CH2:11][CH:10]([O:13][C:14]2[CH:23]=[CH:22][CH:21]=[C:20]3[C:15]=2[C:16](=O)[NH:17][CH:18]=[N:19]3)[CH2:9][CH2:8]1.C(N(C(C)C)CC)(C)C.